Predict the reactants needed to synthesize the given product. From a dataset of Full USPTO retrosynthesis dataset with 1.9M reactions from patents (1976-2016). (1) Given the product [Cl:25][C:22]1[CH:23]=[CH:24][C:19]([S:16]([NH:12][C:11]2[C:6]([C:4]([C:33]3[C:34]4[CH:41]=[CH:40][N:39]([CH3:42])[C:35]=4[N:36]=[CH:37][N:38]=3)=[O:5])=[N:7][CH:8]=[C:9]([Cl:30])[CH:10]=2)(=[O:18])=[O:17])=[CH:20][C:21]=1[C:26]([F:27])([F:29])[F:28], predict the reactants needed to synthesize it. The reactants are: CON(C)[C:4]([C:6]1[C:11]([N:12]([S:16]([C:19]2[CH:24]=[CH:23][C:22]([Cl:25])=[C:21]([C:26]([F:29])([F:28])[F:27])[CH:20]=2)(=[O:18])=[O:17])COC)=[CH:10][C:9]([Cl:30])=[CH:8][N:7]=1)=[O:5].I[C:33]1[C:34]2[CH:41]=[CH:40][N:39]([CH3:42])[C:35]=2[N:36]=[CH:37][N:38]=1.C(O)C.Cl. (2) Given the product [N:5]1([C:18](=[O:19])[CH2:17][CH2:16][S:15][CH3:14])[C:9]2[CH:10]=[CH:11][CH:12]=[CH:13][C:8]=2[N:7]=[N:6]1, predict the reactants needed to synthesize it. The reactants are: S(Cl)(Cl)=O.[NH:5]1[C:9]2[CH:10]=[CH:11][CH:12]=[CH:13][C:8]=2[N:7]=[N:6]1.[CH3:14][S:15][CH2:16][CH2:17][C:18](O)=[O:19]. (3) Given the product [CH2:1]([O:8][C:9]1[CH:14]=[CH:13][C:12]([CH2:15][C:16]([OH:18])=[O:17])=[C:11]([N+:26]([O-:28])=[O:27])[CH:10]=1)[C:2]1[CH:3]=[CH:4][CH:5]=[CH:6][CH:7]=1, predict the reactants needed to synthesize it. The reactants are: [CH2:1]([O:8][C:9]1[CH:14]=[CH:13][C:12]([CH:15](C(OCC)=O)[C:16]([O:18]CC)=[O:17])=[C:11]([N+:26]([O-:28])=[O:27])[CH:10]=1)[C:2]1[CH:7]=[CH:6][CH:5]=[CH:4][CH:3]=1.[OH-].[Na+]. (4) The reactants are: Cl.[NH2:2][CH:3]1[CH2:11][C:10]2[C:5](=[CH:6][CH:7]=[CH:8][CH:9]=2)[CH2:4]1.C([O-])(=O)C.[Na+].[CH3:17][O:18][C:19](=[O:40])[CH2:20][C:21]1[CH:26]=[CH:25][CH:24]=[C:23]([O:27][C:28]2[CH:33]=[CH:32][C:31]([C:34]([F:37])([F:36])[F:35])=[CH:30][C:29]=2[CH:38]=O)[CH:22]=1.C([BH3-])#N.[Na+]. Given the product [CH3:17][O:18][C:19](=[O:40])[CH2:20][C:21]1[CH:26]=[CH:25][CH:24]=[C:23]([O:27][C:28]2[CH:33]=[CH:32][C:31]([C:34]([F:36])([F:35])[F:37])=[CH:30][C:29]=2[CH2:38][NH:2][CH:3]2[CH2:11][C:10]3[C:5](=[CH:6][CH:7]=[CH:8][CH:9]=3)[CH2:4]2)[CH:22]=1, predict the reactants needed to synthesize it. (5) Given the product [Cl:8][C:6]1[CH:5]=[N:4][N:3]2[CH:10]=[CH:9][N:22]=[C:2]2[CH:7]=1, predict the reactants needed to synthesize it. The reactants are: Cl[C:2]1[N:3]=[N:4][CH:5]=[C:6]([Cl:8])[CH:7]=1.[C:9](=[NH:22])(C1C=CC=CC=1)[C:10]1C=CC=CC=1.O1CCOCC1.ClCC=O. (6) Given the product [CH3:24][N:25]([CH3:30])[S:26](=[O:28])(=[O:27])[NH:23][C:20]1[CH:21]=[CH:22][C:17]([C:13]2[CH:14]=[C:15]3[C:10](=[CH:11][CH:12]=2)[N:9]=[CH:8][C:7]([N:1]2[CH2:2][CH2:3][O:4][CH2:5][CH2:6]2)=[N:16]3)=[CH:18][CH:19]=1, predict the reactants needed to synthesize it. The reactants are: [N:1]1([C:7]2[CH:8]=[N:9][C:10]3[C:15]([N:16]=2)=[CH:14][C:13]([C:17]2[CH:22]=[CH:21][C:20]([NH2:23])=[CH:19][CH:18]=2)=[CH:12][CH:11]=3)[CH2:6][CH2:5][O:4][CH2:3][CH2:2]1.[CH3:24][N:25]([CH3:30])[S:26](Cl)(=[O:28])=[O:27]. (7) Given the product [Cl:23][C:16]1[C:15]([O:14][CH3:13])=[CH:22][CH:21]=[CH:20][C:17]=1[CH:18]=[O:19], predict the reactants needed to synthesize it. The reactants are: C([Li])CCC.CN(C)CCNC.[CH3:13][O:14][C:15]1[CH:16]=[C:17]([CH:20]=[CH:21][CH:22]=1)[CH:18]=[O:19].[Cl:23]C(Cl)(Cl)C(Cl)(Cl)Cl.Cl. (8) Given the product [CH:7]1[CH:8]=[CH:9][C:10]2[S:15][N:14]=[C:13]([N:16]3[CH2:17][CH2:18][N:19]([CH2:22][CH2:23][C:24]4[CH:25]=[C:26]5[CH2:34][C:32](=[O:33])[NH:31][C:27]5=[CH:28][C:29]=4[Cl:30])[CH2:20][CH2:21]3)[C:11]=2[CH:12]=1, predict the reactants needed to synthesize it. The reactants are: C([O-])([O-])=O.[Na+].[Na+].[CH:7]1[CH:8]=[CH:9][C:10]2[S:15][N:14]=[C:13]([N:16]3[CH2:21][CH2:20][N:19]([CH2:22][CH2:23][C:24]4[CH:25]=[C:26]5[CH2:34][C:32](=[O:33])[NH:31][C:27]5=[CH:28][C:29]=4[Cl:30])[CH2:18][CH2:17]3)[C:11]=2[CH:12]=1.Cl. (9) Given the product [CH3:1][C:2]1[CH:8]=[CH:7][C:5]([NH:6][S:19]([CH3:18])(=[O:21])=[O:20])=[CH:4][C:3]=1[B:9]1[O:10][C:11]([CH3:17])([CH3:16])[C:12]([CH3:15])([CH3:14])[O:13]1, predict the reactants needed to synthesize it. The reactants are: [CH3:1][C:2]1[CH:8]=[CH:7][C:5]([NH2:6])=[CH:4][C:3]=1[B:9]1[O:13][C:12]([CH3:15])([CH3:14])[C:11]([CH3:17])([CH3:16])[O:10]1.[CH3:18][S:19](Cl)(=[O:21])=[O:20]. (10) Given the product [CH3:19][O:20][CH2:21][CH2:22][N:23]1[C:31]2[C:26](=[CH:27][C:28]([NH:32][C:12]([C:10]3[N:11]=[C:7]([C:1]4[CH:2]=[CH:3][CH:4]=[CH:5][CH:6]=4)[O:8][C:9]=3[C:15]([F:18])([F:17])[F:16])=[O:14])=[CH:29][CH:30]=2)[C:25](=[O:35])[NH:24]1, predict the reactants needed to synthesize it. The reactants are: [C:1]1([C:7]2[O:8][C:9]([C:15]([F:18])([F:17])[F:16])=[C:10]([C:12]([OH:14])=O)[N:11]=2)[CH:6]=[CH:5][CH:4]=[CH:3][CH:2]=1.[CH3:19][O:20][CH2:21][CH2:22][N:23]1[C:31]2[C:26](=[CH:27][C:28]([N+:32]([O-])=O)=[CH:29][CH:30]=2)[C:25](=[O:35])[NH:24]1.COC1C=C(C=CC=1)CN1C2C(=CC(NC(C3N=C(C4C=CC=CC=4)OC=3C(F)(F)F)=O)=CC=2)C(=O)N1.CC#N.